Predict the product of the given reaction. From a dataset of Forward reaction prediction with 1.9M reactions from USPTO patents (1976-2016). Given the reactants [Si]([O:8][CH2:9][C@H:10]([NH:17][C:18]([C:20]1[N:24]2[CH:25]=[CH:26][CH:27]=[C:28]([OH:29])[C:23]2=[N:22][C:21]=1[CH3:30])=[O:19])[C:11]1[CH:16]=[CH:15][CH:14]=[CH:13][CH:12]=1)(C(C)(C)C)(C)C.Br[CH2:32][C:33]1[CH:38]=[C:37]([F:39])[CH:36]=[CH:35][C:34]=1[F:40].C(=O)([O-])[O-].[K+].[K+].CN(C=O)C, predict the reaction product. The product is: [F:40][C:34]1[CH:35]=[CH:36][C:37]([F:39])=[CH:38][C:33]=1[CH2:32][O:29][C:28]1[C:23]2[N:24]([C:20]([C:18]([NH:17][C@H:10]([C:11]3[CH:12]=[CH:13][CH:14]=[CH:15][CH:16]=3)[CH2:9][OH:8])=[O:19])=[C:21]([CH3:30])[N:22]=2)[CH:25]=[CH:26][CH:27]=1.